From a dataset of NCI-60 drug combinations with 297,098 pairs across 59 cell lines. Regression. Given two drug SMILES strings and cell line genomic features, predict the synergy score measuring deviation from expected non-interaction effect. (1) Drug 1: CN1C2=C(C=C(C=C2)N(CCCl)CCCl)N=C1CCCC(=O)O.Cl. Drug 2: C(CC(=O)O)C(=O)CN.Cl. Cell line: UO-31. Synergy scores: CSS=3.77, Synergy_ZIP=-1.03, Synergy_Bliss=1.39, Synergy_Loewe=0.538, Synergy_HSA=0.791. (2) Drug 1: C1CCC(C1)C(CC#N)N2C=C(C=N2)C3=C4C=CNC4=NC=N3. Drug 2: C1C(C(OC1N2C=C(C(=O)NC2=O)F)CO)O. Cell line: M14. Synergy scores: CSS=-6.00, Synergy_ZIP=-6.69, Synergy_Bliss=-3.04, Synergy_Loewe=-36.9, Synergy_HSA=-11.0. (3) Drug 1: CC1C(C(CC(O1)OC2CC(OC(C2O)C)OC3=CC4=CC5=C(C(=O)C(C(C5)C(C(=O)C(C(C)O)O)OC)OC6CC(C(C(O6)C)O)OC7CC(C(C(O7)C)O)OC8CC(C(C(O8)C)O)(C)O)C(=C4C(=C3C)O)O)O)O. Drug 2: COC1=NC(=NC2=C1N=CN2C3C(C(C(O3)CO)O)O)N. Cell line: SF-539. Synergy scores: CSS=59.3, Synergy_ZIP=1.04, Synergy_Bliss=-0.0621, Synergy_Loewe=-43.5, Synergy_HSA=-1.40.